Predict the product of the given reaction. From a dataset of Forward reaction prediction with 1.9M reactions from USPTO patents (1976-2016). (1) Given the reactants [H-].[Na+].[N:3]1([CH2:8][CH2:9][CH2:10][CH2:11][C:12]2[CH:17]=[CH:16][C:15]([OH:18])=[CH:14][CH:13]=2)[CH:7]=[CH:6][N:5]=[N:4]1.Cl[CH2:20][C:21]1[N:22]=[C:23]([CH:26]=[CH:27][C:28]2[CH:33]=[CH:32][C:31]([S:34]([F:39])([F:38])([F:37])([F:36])[F:35])=[CH:30][CH:29]=2)[O:24][CH:25]=1.O, predict the reaction product. The product is: [F:37][S:34]([F:35])([F:36])([F:38])([F:39])[C:31]1[CH:32]=[CH:33][C:28](/[CH:27]=[CH:26]/[C:23]2[O:24][CH:25]=[C:21]([CH2:20][O:18][C:15]3[CH:14]=[CH:13][C:12]([CH2:11][CH2:10][CH2:9][CH2:8][N:3]4[CH:7]=[CH:6][N:5]=[N:4]4)=[CH:17][CH:16]=3)[N:22]=2)=[CH:29][CH:30]=1. (2) Given the reactants [O:1]1[CH2:6][CH2:5][CH2:4][CH2:3][CH:2]1[O:7][CH2:8][CH2:9][C:10]1[N:11]=[CH:12][C:13]([C:16]([O:18]C)=[O:17])=[N:14][CH:15]=1.[OH-].[Na+].Cl, predict the reaction product. The product is: [O:1]1[CH2:6][CH2:5][CH2:4][CH2:3][CH:2]1[O:7][CH2:8][CH2:9][C:10]1[N:11]=[CH:12][C:13]([C:16]([OH:18])=[O:17])=[N:14][CH:15]=1. (3) Given the reactants [OH:1][C:2]1[CH:3]=[C:4]([CH2:9][C@H:10]([NH:21][C:22]([O:24][C:25]([CH3:28])([CH3:27])[CH3:26])=[O:23])[C:11]([O:13][C@H:14]([CH3:20])[CH2:15][O:16][C:17](=[O:19])[CH3:18])=[O:12])[CH:5]=[CH:6][C:7]=1[OH:8].Cl[C:30]([O:32][CH2:33][CH3:34])=[O:31].C(N(CC)CC)C.[C:42]([O:45][CH2:46][CH3:47])(=[O:44])C, predict the reaction product. The product is: [CH2:33]([O:32][C:30]([O:1][C:2]1[CH:3]=[C:4]([CH2:9][C@H:10]([NH:21][C:22]([O:24][C:25]([CH3:27])([CH3:26])[CH3:28])=[O:23])[C:11]([O:13][C@H:14]([CH3:20])[CH2:15][O:16][C:17](=[O:19])[CH3:18])=[O:12])[CH:5]=[CH:6][C:7]=1[O:8][C:42]([O:45][CH2:46][CH3:47])=[O:44])=[O:31])[CH3:34]. (4) Given the reactants [C:1]([C:3]1[CH:12]=[C:11]2[C:6]([CH2:7][CH2:8][N:9]([C:23]([O:25][C:26]([CH3:29])([CH3:28])[CH3:27])=[O:24])[CH:10]2[C:13]2([C:17]3[CH:22]=[CH:21][CH:20]=[CH:19][N:18]=3)[CH2:16][CH2:15][CH2:14]2)=[CH:5][CH:4]=1)#[N:2], predict the reaction product. The product is: [NH2:2][CH2:1][C:3]1[CH:12]=[C:11]2[C:6]([CH2:7][CH2:8][N:9]([C:23]([O:25][C:26]([CH3:29])([CH3:28])[CH3:27])=[O:24])[CH:10]2[C:13]2([C:17]3[CH:22]=[CH:21][CH:20]=[CH:19][N:18]=3)[CH2:14][CH2:15][CH2:16]2)=[CH:5][CH:4]=1.